This data is from Peptide-MHC class I binding affinity with 185,985 pairs from IEDB/IMGT. The task is: Regression. Given a peptide amino acid sequence and an MHC pseudo amino acid sequence, predict their binding affinity value. This is MHC class I binding data. The peptide sequence is TLLLWISVKV. The MHC is HLA-A68:02 with pseudo-sequence HLA-A68:02. The binding affinity (normalized) is 0.107.